This data is from Full USPTO retrosynthesis dataset with 1.9M reactions from patents (1976-2016). The task is: Predict the reactants needed to synthesize the given product. (1) The reactants are: [C:1]([C:5]1[N:10]=[C:9]([N:11]2[CH2:16][CH2:15][N:14]([CH2:17]/[CH:18]=[C:19](\[CH3:30])/[CH2:20][N:21]3[CH:26]=[C:25]([CH3:27])[C:24](=[O:28])[NH:23][C:22]3=[O:29])[CH2:13][CH2:12]2)[CH:8]=[C:7]([C:31]([F:34])([F:33])[F:32])[N:6]=1)([CH3:4])([CH3:3])[CH3:2].[H][H]. Given the product [C:1]([C:5]1[N:10]=[C:9]([N:11]2[CH2:12][CH2:13][N:14]([CH2:17][CH2:18][CH:19]([CH3:30])[CH2:20][N:21]3[CH:26]=[C:25]([CH3:27])[C:24](=[O:28])[NH:23][C:22]3=[O:29])[CH2:15][CH2:16]2)[CH:8]=[C:7]([C:31]([F:33])([F:34])[F:32])[N:6]=1)([CH3:2])([CH3:3])[CH3:4], predict the reactants needed to synthesize it. (2) Given the product [OH:19][CH2:18][C:17]1[CH:22]=[CH:23][CH:24]=[CH:25][C:16]=1[CH2:15][CH2:14][CH2:13][OH:12], predict the reactants needed to synthesize it. The reactants are: [H-].[H-].[H-].[H-].[Li+].[Al+3].[Al+3].[Cl-].[Cl-].[Cl-].C[O:12][C:13](=O)[CH2:14][CH2:15][C:16]1[CH:25]=[CH:24][CH:23]=[CH:22][C:17]=1[C:18](OC)=[O:19].[OH-].[Na+]. (3) Given the product [CH2:5]([O:12][C:13]1[C:20]([O:21][CH3:22])=[CH:19][C:18]([N+:1]([O-:4])=[O:2])=[C:15]([CH:14]=1)[C:16]#[N:17])[C:6]1[CH:7]=[CH:8][CH:9]=[CH:10][CH:11]=1, predict the reactants needed to synthesize it. The reactants are: [N+:1]([O-:4])(O)=[O:2].[CH2:5]([O:12][C:13]1[CH:14]=[C:15]([CH:18]=[CH:19][C:20]=1[O:21][CH3:22])[C:16]#[N:17])[C:6]1[CH:11]=[CH:10][CH:9]=[CH:8][CH:7]=1. (4) Given the product [Br:16][CH2:2][C:1]([C:4]1[C:5]([CH3:15])=[CH:6][C:7]([NH:11][C:12](=[O:14])[CH3:13])=[CH:8][C:9]=1[CH3:10])=[O:3], predict the reactants needed to synthesize it. The reactants are: [C:1]([C:4]1[C:9]([CH3:10])=[CH:8][C:7]([NH:11][C:12](=[O:14])[CH3:13])=[CH:6][C:5]=1[CH3:15])(=[O:3])[CH3:2].[Br-:16].[Br-].[Br-].C([N+](CCCC)(CCCC)CCCC)CCC.C([N+](CCCC)(CCCC)CCCC)CCC.C([N+](CCCC)(CCCC)CCCC)CCC. (5) Given the product [OH:6][C@H:5]([CH2:4][OH:3])[CH2:7][CH2:8][NH:9][C:10]([CH:12]1[CH:16]([C:17]2[CH:22]=[CH:21][CH:20]=[C:19]([Cl:23])[C:18]=2[F:24])[C:15]([C:27]2[CH:32]=[CH:31][C:30]([Cl:33])=[CH:29][C:28]=2[F:34])([C:25]#[N:26])[CH:14]([CH2:35][C:36]([CH3:41])([CH3:40])[CH2:37][CH2:38][NH2:39])[NH:13]1)=[O:11], predict the reactants needed to synthesize it. The reactants are: CC1(C)[O:6][C@@H:5]([CH2:7][CH2:8][NH:9][C:10]([CH:12]2[CH:16]([C:17]3[CH:22]=[CH:21][CH:20]=[C:19]([Cl:23])[C:18]=3[F:24])[C:15]([C:27]3[CH:32]=[CH:31][C:30]([Cl:33])=[CH:29][C:28]=3[F:34])([C:25]#[N:26])[CH:14]([CH2:35][C:36]([CH3:41])([CH3:40])[CH2:37][CH2:38][NH2:39])[NH:13]2)=[O:11])[CH2:4][O:3]1.Cl. (6) Given the product [C:17]([CH2:12][C:9]1[CH:8]=[C:7]([C:5]([O:4][CH2:2][CH3:3])=[O:6])[NH:11][CH:10]=1)#[N:18], predict the reactants needed to synthesize it. The reactants are: [I-].[CH2:2]([O:4][C:5]([C:7]1[NH:11][CH:10]=[C:9]([CH2:12][N+](C)(C)C)[CH:8]=1)=[O:6])[CH3:3].[C-:17]#[N:18].[Na+]. (7) Given the product [C:4]([Si:1]([CH3:3])([CH3:2])[O:9][CH:10]1[CH2:15][CH2:14][N:13]([C:16]([N:18]2[CH:22]=[CH:21][N:20]=[CH:19]2)=[O:17])[CH2:12][CH2:11]1)([CH3:7])([CH3:6])[CH3:5], predict the reactants needed to synthesize it. The reactants are: [Si:1](Cl)([C:4]([CH3:7])([CH3:6])[CH3:5])([CH3:3])[CH3:2].[OH:9][CH:10]1[CH2:15][CH2:14][N:13]([C:16]([N:18]2[CH:22]=[CH:21][N:20]=[CH:19]2)=[O:17])[CH2:12][CH2:11]1. (8) Given the product [CH2:1]([N:3]1[C:12]2[C:7](=[CH:8][N:9]=[C:10]([NH:13][CH2:14][CH3:15])[CH:11]=2)[CH:6]=[C:5]([C:16]2[CH:17]=[C:18]([CH:22]=[C:23]([O:25][CH3:26])[CH:24]=2)[C:19]([NH:36][O:35][CH3:31])=[O:21])[C:4]1=[O:27])[CH3:2], predict the reactants needed to synthesize it. The reactants are: [CH2:1]([N:3]1[C:12]2[C:7](=[CH:8][N:9]=[C:10]([NH:13][CH2:14][CH3:15])[CH:11]=2)[CH:6]=[C:5]([C:16]2[CH:17]=[C:18]([CH:22]=[C:23]([O:25][CH3:26])[CH:24]=2)[C:19]([OH:21])=O)[C:4]1=[O:27])[CH3:2].CN([C:31]([O:35][N:36]1N=NC2C=CC=NC1=2)=[N+](C)C)C.F[P-](F)(F)(F)(F)F.Cl.O(N)C.CCN(C(C)C)C(C)C. (9) Given the product [CH3:1][O:2][C:3]([C:4]1[CH:9]=[CH:8][C:7](=[O:10])[NH:6][C:5]=1[NH:12][C:13]1[CH:18]=[CH:17][C:16]([Br:19])=[CH:15][C:14]=1[F:20])=[O:21], predict the reactants needed to synthesize it. The reactants are: [CH3:1][O:2][C:3](=[O:21])[C:4]1[CH:9]=[CH:8][C:7]([O:10]C)=[N:6][C:5]=1[NH:12][C:13]1[CH:18]=[CH:17][C:16]([Br:19])=[CH:15][C:14]=1[F:20].C(O)(=O)C.Br. (10) Given the product [C:1]([O:4][C:5]1[CH:6]=[C:7]2[C:11](=[CH:12][CH:13]=1)[NH:10][C:9]([C:14]([O:16][CH2:17][CH3:18])=[O:15])=[C:8]2[I:25])(=[O:3])[CH3:2], predict the reactants needed to synthesize it. The reactants are: [C:1]([O:4][C:5]1[CH:6]=[C:7]2[C:11](=[CH:12][CH:13]=1)[NH:10][C:9]([C:14]([O:16][CH2:17][CH3:18])=[O:15])=[CH:8]2)(=[O:3])[CH3:2].C(=O)([O-])[O-].[K+].[K+].[I:25]I.